From a dataset of NCI-60 drug combinations with 297,098 pairs across 59 cell lines. Regression. Given two drug SMILES strings and cell line genomic features, predict the synergy score measuring deviation from expected non-interaction effect. (1) Drug 1: C1=NC2=C(N=C(N=C2N1C3C(C(C(O3)CO)O)F)Cl)N. Drug 2: C1=NNC2=C1C(=O)NC=N2. Cell line: MOLT-4. Synergy scores: CSS=18.6, Synergy_ZIP=-10.4, Synergy_Bliss=-15.5, Synergy_Loewe=-14.8, Synergy_HSA=-14.8. (2) Drug 1: C(CCl)NC(=O)N(CCCl)N=O. Drug 2: CC12CCC3C(C1CCC2OP(=O)(O)O)CCC4=C3C=CC(=C4)OC(=O)N(CCCl)CCCl.[Na+]. Cell line: RXF 393. Synergy scores: CSS=18.2, Synergy_ZIP=-4.24, Synergy_Bliss=0.0784, Synergy_Loewe=-1.93, Synergy_HSA=-1.25. (3) Drug 1: C1=CC=C(C=C1)NC(=O)CCCCCCC(=O)NO. Drug 2: CN(CC1=CN=C2C(=N1)C(=NC(=N2)N)N)C3=CC=C(C=C3)C(=O)NC(CCC(=O)O)C(=O)O. Cell line: MOLT-4. Synergy scores: CSS=62.5, Synergy_ZIP=-0.726, Synergy_Bliss=-2.27, Synergy_Loewe=-42.5, Synergy_HSA=-1.57. (4) Drug 1: CCC1=C2CN3C(=CC4=C(C3=O)COC(=O)C4(CC)O)C2=NC5=C1C=C(C=C5)O. Drug 2: B(C(CC(C)C)NC(=O)C(CC1=CC=CC=C1)NC(=O)C2=NC=CN=C2)(O)O. Cell line: NCI-H522. Synergy scores: CSS=77.8, Synergy_ZIP=-1.76, Synergy_Bliss=-2.44, Synergy_Loewe=-2.14, Synergy_HSA=-0.487. (5) Drug 1: CC1=C(C=C(C=C1)C(=O)NC2=CC(=CC(=C2)C(F)(F)F)N3C=C(N=C3)C)NC4=NC=CC(=N4)C5=CN=CC=C5. Drug 2: CCN(CC)CCNC(=O)C1=C(NC(=C1C)C=C2C3=C(C=CC(=C3)F)NC2=O)C. Cell line: NCI-H460. Synergy scores: CSS=1.41, Synergy_ZIP=-0.0441, Synergy_Bliss=1.57, Synergy_Loewe=-0.439, Synergy_HSA=0.210. (6) Drug 1: C1CN(P(=O)(OC1)NCCCl)CCCl. Drug 2: CCC1(C2=C(COC1=O)C(=O)N3CC4=CC5=C(C=CC(=C5CN(C)C)O)N=C4C3=C2)O.Cl. Cell line: SW-620. Synergy scores: CSS=23.5, Synergy_ZIP=0.0527, Synergy_Bliss=-2.25, Synergy_Loewe=-24.1, Synergy_HSA=-2.05. (7) Drug 1: C1CN(CCN1C(=O)CCBr)C(=O)CCBr. Drug 2: C1C(C(OC1N2C=NC(=NC2=O)N)CO)O. Cell line: SNB-19. Synergy scores: CSS=26.5, Synergy_ZIP=-7.64, Synergy_Bliss=-2.41, Synergy_Loewe=0.593, Synergy_HSA=1.28.